Dataset: Peptide-MHC class I binding affinity with 185,985 pairs from IEDB/IMGT. Task: Regression. Given a peptide amino acid sequence and an MHC pseudo amino acid sequence, predict their binding affinity value. This is MHC class I binding data. The binding affinity (normalized) is 0.578. The peptide sequence is IRQLIRLL. The MHC is Mamu-B08 with pseudo-sequence Mamu-B08.